This data is from Forward reaction prediction with 1.9M reactions from USPTO patents (1976-2016). The task is: Predict the product of the given reaction. (1) Given the reactants Br[CH:2]1[CH2:6][CH2:5][N:4]([CH2:7][C:8]2[CH:13]=[CH:12][C:11]([CH3:14])=[CH:10][CH:9]=2)[C:3]1=[O:15].Cl.[CH2:17]([O:24][C:25]1[CH:30]=[CH:29][C:28]([C@H:31]2[CH2:36][CH2:35][NH:34][CH2:33][C@@H:32]2[OH:37])=[CH:27][CH:26]=1)[C:18]1[CH:23]=[CH:22][CH:21]=[CH:20][CH:19]=1.C(N(CC)CC)C, predict the reaction product. The product is: [CH2:17]([O:24][C:25]1[CH:30]=[CH:29][C:28]([C@H:31]2[CH2:36][CH2:35][N:34]([CH:2]3[CH2:6][CH2:5][N:4]([CH2:7][C:8]4[CH:13]=[CH:12][C:11]([CH3:14])=[CH:10][CH:9]=4)[C:3]3=[O:15])[CH2:33][C@@H:32]2[OH:37])=[CH:27][CH:26]=1)[C:18]1[CH:19]=[CH:20][CH:21]=[CH:22][CH:23]=1. (2) Given the reactants C([Li])CCC.Br[C:7]1[CH:12]=[CH:11][CH:10]=[C:9]([Br:13])[CH:8]=1.[O:14]1[CH2:19][CH2:18][C:17](=O)[CH2:16][CH2:15]1.[Cl-].[NH4+], predict the reaction product. The product is: [Br:13][C:9]1[CH:8]=[C:7]([C:17]2[CH2:18][CH2:19][O:14][CH2:15][CH:16]=2)[CH:12]=[CH:11][CH:10]=1. (3) Given the reactants [CH:1]1[C:9]2[C:8]3[CH:10]=[CH:11][CH:12]=[CH:13][C:7]=3[O:6][C:5]=2[C:4](B(O)O)=[CH:3][CH:2]=1.Br[C:18]1[CH:23]=[CH:22][C:21]([N:24]2[C:37](=[O:38])[C:36]3[C:31](=[CH:32][CH:33]=[CH:34][CH:35]=3)[C:30]3[CH:29]=[CH:28][CH:27]=[CH:26][C:25]2=3)=[CH:20][CH:19]=1.P([O-])([O-])([O-])=O.[K+].[K+].[K+].C1(C)C=CC=CC=1P(C1C=CC=CC=1C)C1C=CC=CC=1C, predict the reaction product. The product is: [CH:1]1[C:9]2[C:8]3[CH:10]=[CH:11][CH:12]=[CH:13][C:7]=3[O:6][C:5]=2[C:4]([C:18]2[CH:23]=[CH:22][C:21]([N:24]3[C:37](=[O:38])[C:36]4[C:31](=[CH:32][CH:33]=[CH:34][CH:35]=4)[C:30]4[CH:29]=[CH:28][CH:27]=[CH:26][C:25]3=4)=[CH:20][CH:19]=2)=[CH:3][CH:2]=1. (4) The product is: [CH2:14]([C:16]1[S:20][C:19]([CH2:21][N:22]([C:23]2[CH:24]=[CH:25][C:26]([CH:29]([CH3:30])[CH3:31])=[CH:27][CH:28]=2)[C:11]([CH:1]2[C:10]3[C:5](=[CH:6][CH:7]=[CH:8][CH:9]=3)[CH2:4][CH2:3][CH2:2]2)=[O:13])=[CH:18][CH:17]=1)[CH3:15]. Given the reactants [CH:1]1([C:11]([OH:13])=O)[C:10]2[C:5](=[CH:6][CH:7]=[CH:8][CH:9]=2)[CH2:4][CH2:3][CH2:2]1.[CH2:14]([C:16]1[S:20][C:19]([CH2:21][NH:22][C:23]2[CH:28]=[CH:27][C:26]([CH:29]([CH3:31])[CH3:30])=[CH:25][CH:24]=2)=[CH:18][CH:17]=1)[CH3:15], predict the reaction product. (5) Given the reactants [CH3:1][S:2]([N:5]1[CH2:10][CH:9]=[C:8]([C:11]2[CH:12]=[C:13]3[CH2:19][C@@:18]([CH3:26])([CH:20]4[CH2:25][CH2:24][NH:23][CH2:22][CH2:21]4)[O:17][C:14]3=[CH:15][N:16]=2)[CH2:7][CH2:6]1)(=[O:4])=[O:3].Cl[C:28]1[CH:33]=[CH:32][C:31]([C:34]([F:37])([F:36])[F:35])=[CH:30][N:29]=1.C(=O)([O-])[O-].[K+].[K+], predict the reaction product. The product is: [CH3:1][S:2]([N:5]1[CH2:6][CH:7]=[C:8]([C:11]2[CH:12]=[C:13]3[CH2:19][C@@:18]([CH3:26])([CH:20]4[CH2:25][CH2:24][N:23]([C:28]5[CH:33]=[CH:32][C:31]([C:34]([F:37])([F:36])[F:35])=[CH:30][N:29]=5)[CH2:22][CH2:21]4)[O:17][C:14]3=[CH:15][N:16]=2)[CH2:9][CH2:10]1)(=[O:3])=[O:4]. (6) Given the reactants Br[C:2]1[CH:3]=[C:4]2[C:9](=[CH:10][CH:11]=1)[N:8]=[C:7]([Cl:12])[CH:6]=[CH:5]2.[CH3:13][C:14]1([CH3:30])[C:18]([CH3:20])([CH3:19])[O:17][B:16]([B:16]2[O:17][C:18]([CH3:20])([CH3:19])[C:14]([CH3:30])([CH3:13])[O:15]2)[O:15]1.C([O-])(=O)C.[K+].O1CCOCC1, predict the reaction product. The product is: [Cl:12][C:7]1[CH:6]=[CH:5][C:4]2[C:9](=[CH:10][CH:11]=[C:2]([B:16]3[O:17][C:18]([CH3:20])([CH3:19])[C:14]([CH3:30])([CH3:13])[O:15]3)[CH:3]=2)[N:8]=1. (7) The product is: [F:16][C:15]1[C:2]([NH:1][CH2:20][CH2:19][C:18]([F:23])([F:22])[F:17])=[C:3]([CH:12]=[CH:13][CH:14]=1)[C:4]([NH:6][C:7]([CH3:11])([C:9]#[CH:10])[CH3:8])=[O:5]. Given the reactants [NH2:1][C:2]1[C:15]([F:16])=[CH:14][CH:13]=[CH:12][C:3]=1[C:4]([NH:6][C:7]([CH3:11])([C:9]#[CH:10])[CH3:8])=[O:5].[F:17][C:18]([F:23])([F:22])[CH2:19][CH:20]=O.C(O)(=O)C.C(O[BH-](OC(=O)C)OC(=O)C)(=O)C.[Na+], predict the reaction product. (8) The product is: [CH:32]1([CH2:31][NH:30][S:29]([C:26]2[CH:27]=[CH:28][C:20]([N:37]3[CH2:42][CH2:41][O:40][CH2:39][CH2:38]3)=[C:21]([CH:25]=2)[C:22]([OH:24])=[O:23])(=[O:36])=[O:35])[CH2:34][CH2:33]1. Given the reactants CS(C1C=CC(N2CCCC2)=C(C=1)C(O)=O)(=O)=O.Cl[C:20]1[CH:28]=[CH:27][C:26]([S:29](=[O:36])(=[O:35])[NH:30][CH2:31][CH:32]2[CH2:34][CH2:33]2)=[CH:25][C:21]=1[C:22]([OH:24])=[O:23].[NH:37]1[CH2:42][CH2:41][O:40][CH2:39][CH2:38]1, predict the reaction product. (9) Given the reactants [CH:1]1([N:4]2[C:8]3[CH:9]=[CH:10][CH:11]=[CH:12][C:7]=3[N:6]=[C:5]2[CH2:13][CH2:14][CH2:15][CH2:16][CH2:17][CH2:18][C:19]([O:21]C)=O)[CH2:3][CH2:2]1.[NH2:23][OH:24].[OH-].[K+], predict the reaction product. The product is: [CH:1]1([N:4]2[C:8]3[CH:9]=[CH:10][CH:11]=[CH:12][C:7]=3[N:6]=[C:5]2[CH2:13][CH2:14][CH2:15][CH2:16][CH2:17][CH2:18][C:19]([NH:23][OH:24])=[O:21])[CH2:3][CH2:2]1.